Dataset: Full USPTO retrosynthesis dataset with 1.9M reactions from patents (1976-2016). Task: Predict the reactants needed to synthesize the given product. Given the product [CH2:1]([CH2:15][C:16]([NH:18][CH2:19][CH2:20][C:21]([O:22][S:81][CH2:80][CH2:79][CH2:65][CH2:66][CH2:67][CH2:68][CH2:69][CH2:70][CH2:71][CH2:72][CH2:73][CH2:74][CH2:75][CH2:76][CH3:77])([S:23][C:24](=[S:40])[CH2:25][CH2:26][CH2:27][CH2:28][CH2:29][CH2:30][CH2:31][CH2:32][CH2:33][CH2:34][CH2:35][CH2:36][CH2:37][CH2:38][CH3:39])[CH2:59][CH2:64][CH2:63][CH2:62][CH2:61][CH2:84][CH2:85][CH2:86][CH2:51][CH2:52][CH2:53][CH2:54][CH2:55][CH3:50])=[S:17])[CH2:2][CH2:3][CH2:4][CH2:5][CH2:6][CH2:7][CH2:8][CH2:9][CH2:10][CH2:11][CH2:12][CH2:13][CH3:14], predict the reactants needed to synthesize it. The reactants are: [CH2:1]([CH2:15][C:16]([NH:18][CH2:19][CH2:20][CH:21]([S:23][C:24](=[S:40])[CH2:25][CH2:26][CH2:27][CH2:28][CH2:29][CH2:30][CH2:31][CH2:32][CH2:33][CH2:34][CH2:35][CH2:36][CH2:37][CH2:38][CH3:39])[OH:22])=[S:17])[CH2:2][CH2:3][CH2:4][CH2:5][CH2:6][CH2:7][CH2:8][CH2:9][CH2:10][CH2:11][CH2:12][CH2:13][CH3:14].[CH:50]1(N=C=N[CH:50]2[CH2:55][CH2:54][CH2:53][CH2:52][CH2:51]2)[CH2:55][CH2:54][CH2:53][CH2:52][CH2:51]1.CN([C:59]1[CH:64]=[CH:63][CH:62]=[CH:61]N=1)C.[CH2:65]([CH2:79][C:80](O)=[S:81])[CH2:66][CH2:67][CH2:68][CH2:69][CH2:70][CH2:71][CH2:72][CH2:73][CH2:74][CH2:75][CH2:76][CH2:77]C.O1C[CH2:86][CH2:85][CH2:84]1.